This data is from Forward reaction prediction with 1.9M reactions from USPTO patents (1976-2016). The task is: Predict the product of the given reaction. (1) The product is: [F:17][C:14]1[CH:15]=[CH:16][C:11]([CH:8]2[N:7]([S:18]([C:21]3[CH:22]=[CH:23][C:24]([CH3:27])=[CH:25][CH:26]=3)(=[O:19])=[O:20])[CH:6]([CH2:5][CH2:4][CH2:3][CH2:2][N:28]3[CH:32]=[CH:31][N:30]=[CH:29]3)[CH2:10][CH2:9]2)=[CH:12][CH:13]=1. Given the reactants Cl[CH2:2][CH2:3][CH2:4][CH2:5][CH:6]1[CH2:10][CH2:9][CH:8]([C:11]2[CH:16]=[CH:15][C:14]([F:17])=[CH:13][CH:12]=2)[N:7]1[S:18]([C:21]1[CH:26]=[CH:25][C:24]([CH3:27])=[CH:23][CH:22]=1)(=[O:20])=[O:19].[NH:28]1[CH:32]=[CH:31][N:30]=[CH:29]1, predict the reaction product. (2) Given the reactants [N:1]1([C:7]2[CH:16]=[CH:15][CH:14]=[C:13]3[C:8]=2[C:9]([NH2:18])=[N:10][C:11]([NH2:17])=[N:12]3)[CH2:6][CH2:5][NH:4][CH2:3][CH2:2]1.[C:19]1([CH3:29])[CH:24]=[CH:23][CH:22]=[C:21]([S:25](Cl)(=[O:27])=[O:26])[CH:20]=1, predict the reaction product. The product is: [C:19]1([CH3:29])[CH:24]=[CH:23][CH:22]=[C:21]([S:25]([N:4]2[CH2:5][CH2:6][N:1]([C:7]3[CH:16]=[CH:15][CH:14]=[C:13]4[C:8]=3[C:9]([NH2:18])=[N:10][C:11]([NH2:17])=[N:12]4)[CH2:2][CH2:3]2)(=[O:27])=[O:26])[CH:20]=1. (3) Given the reactants C([Si](C)(C)[O:6][CH2:7][CH2:8][N:9]([C:35]#[N:36])[C:10]1[CH:15]=[CH:14][C:13]([NH:16][C:17]([C:19]2[C:20]([NH:25][C:26]([C:28]3[CH:33]=[CH:32][C:31]([Cl:34])=[CH:30][N:29]=3)=[O:27])=[N:21][N:22]([CH3:24])[CH:23]=2)=[O:18])=[CH:12][CH:11]=1)(C)(C)C.[CH3:39][S:40]([OH:43])(=[O:42])=[O:41], predict the reaction product. The product is: [CH3:39][S:40]([OH:43])(=[O:42])=[O:41].[Cl:34][C:31]1[CH:32]=[CH:33][C:28]([C:26]([NH:25][C:20]2[C:19]([C:17]([NH:16][C:13]3[CH:14]=[CH:15][C:10]([N:9]4[CH2:8][CH2:7][O:6][C:35]4=[NH:36])=[CH:11][CH:12]=3)=[O:18])=[CH:23][N:22]([CH3:24])[N:21]=2)=[O:27])=[N:29][CH:30]=1. (4) Given the reactants [I:1][C:2]1[CH:3]=[C:4]([CH:7]=[CH:8][CH:9]=1)[CH:5]=O.[C:10]1([C@H:20]([NH2:22])[CH3:21])[C:19]2[C:14](=[CH:15][CH:16]=[CH:17][CH:18]=2)[CH:13]=[CH:12][CH:11]=1, predict the reaction product. The product is: [I:1][C:2]1[CH:3]=[C:4]([CH:7]=[CH:8][CH:9]=1)[CH2:5][NH:22][C@@H:20]([C:10]1[C:19]2[C:14](=[CH:15][CH:16]=[CH:17][CH:18]=2)[CH:13]=[CH:12][CH:11]=1)[CH3:21]. (5) Given the reactants C(O)(C(F)(F)F)=O.C(OC([N:15]1[CH2:20][CH2:19][N:18]([CH2:21][C:22]2[CH:27]=[CH:26][C:25]([Cl:28])=[C:24]([Cl:29])[CH:23]=2)[CH2:17][CH2:16]1)=O)(C)(C)C.[OH-].[Na+], predict the reaction product. The product is: [Cl:29][C:24]1[CH:23]=[C:22]([CH:27]=[CH:26][C:25]=1[Cl:28])[CH2:21][N:18]1[CH2:19][CH2:20][NH:15][CH2:16][CH2:17]1.